The task is: Regression. Given a peptide amino acid sequence and an MHC pseudo amino acid sequence, predict their binding affinity value. This is MHC class II binding data.. This data is from Peptide-MHC class II binding affinity with 134,281 pairs from IEDB. (1) The peptide sequence is VSSAVPTSWVPQGRT. The MHC is HLA-DQA10303-DQB10402 with pseudo-sequence HLA-DQA10303-DQB10402. The binding affinity (normalized) is 0.308. (2) The peptide sequence is KTFEREYPTIKQKKPHHHHHH. The MHC is DRB3_0202 with pseudo-sequence DRB3_0202. The binding affinity (normalized) is 0.458.